This data is from Forward reaction prediction with 1.9M reactions from USPTO patents (1976-2016). The task is: Predict the product of the given reaction. (1) Given the reactants [Cl:1][C:2]1[CH:3]=[CH:4][C:5]([N:35]2[CH:39]=[N:38][N:37]=[N:36]2)=[C:6]([C:8]2[CH:16]=[C:15]3[N:11]([C@H:12]([C:17]4[NH:18][C:19]([C:22]5[CH:23]=[C:24]([C:27]([O:29]C(C)(C)C)=[O:28])[S:25][CH:26]=5)=[CH:20][N:21]=4)[CH2:13][CH2:14]3)[C:10](=[O:34])[CH:9]=2)[CH:7]=1.Cl, predict the reaction product. The product is: [ClH:1].[Cl:1][C:2]1[CH:3]=[CH:4][C:5]([N:35]2[CH:39]=[N:38][N:37]=[N:36]2)=[C:6]([C:8]2[CH:16]=[C:15]3[N:11]([C@H:12]([C:17]4[NH:18][C:19]([C:22]5[CH:23]=[C:24]([C:27]([OH:29])=[O:28])[S:25][CH:26]=5)=[CH:20][N:21]=4)[CH2:13][CH2:14]3)[C:10](=[O:34])[CH:9]=2)[CH:7]=1. (2) Given the reactants [Br:1][C:2]1[N:3]=[C:4]2[CH:11]=[C:10]([CH:12]3[CH2:14][CH2:13]3)[NH:9][C:5]2=[N:6][C:7]=1[Cl:8].C(=O)([O-])[O-].[K+].[K+].Br[CH2:22][CH2:23][CH2:24][CH2:25][CH2:26][CH2:27][C:28]([O:30][CH2:31][CH3:32])=[O:29].[Cl-].[NH4+], predict the reaction product. The product is: [CH2:31]([O:30][C:28](=[O:29])[CH2:27][CH2:26][CH2:25][CH2:24][CH2:23][CH2:22][N:9]1[C:5]2=[N:6][C:7]([Cl:8])=[C:2]([Br:1])[N:3]=[C:4]2[CH:11]=[C:10]1[CH:12]1[CH2:14][CH2:13]1)[CH3:32].